Dataset: Catalyst prediction with 721,799 reactions and 888 catalyst types from USPTO. Task: Predict which catalyst facilitates the given reaction. (1) Reactant: CCN(C(C)C)C(C)C.[C:10]1([C:16]2[NH:20][N:19]=[C:18]([C:21]([NH:23][CH2:24][C:25]([OH:27])=O)=[O:22])[CH:17]=2)[CH:15]=[CH:14][CH:13]=[CH:12][CH:11]=1.C1C=CC2N(O)N=NC=2C=1.CCN=C=NCCCN(C)C.Cl.Cl.Cl.[F:52][C:53]1[CH:54]=[CH:55][C:56]([C:66]([F:69])([F:68])[F:67])=[C:57]([NH:59][CH:60]2[CH2:65][CH2:64][NH:63][CH2:62][CH2:61]2)[CH:58]=1.Cl.Cl.N1CCC(NC2C=CC=CC=2C(F)(F)F)CC1. Product: [F:52][C:53]1[CH:54]=[CH:55][C:56]([C:66]([F:69])([F:67])[F:68])=[C:57]([NH:59][CH:60]2[CH2:61][CH2:62][N:63]([C:25](=[O:27])[CH2:24][NH:23][C:21]([C:18]3[CH:17]=[C:16]([C:10]4[CH:11]=[CH:12][CH:13]=[CH:14][CH:15]=4)[NH:20][N:19]=3)=[O:22])[CH2:64][CH2:65]2)[CH:58]=1. The catalyst class is: 18. (2) Reactant: [C:1]([O:5][C:6](=[O:43])[CH2:7][C@H:8]([NH:16][S:17]([C:20]1[CH:25]=[CH:24][C:23]([NH:26][C:27]([NH:29][CH2:30][CH2:31][N:32]([CH3:34])[CH3:33])=[O:28])=[CH:22][C:21]=1[O:35]CC1C=CC=CC=1)(=[O:19])=[O:18])[CH:9]([O:13][CH2:14][CH3:15])[O:10][CH2:11][CH3:12])([CH3:4])([CH3:3])[CH3:2].[H][H]. Product: [C:1]([O:5][C:6](=[O:43])[CH2:7][C@H:8]([NH:16][S:17]([C:20]1[CH:25]=[CH:24][C:23]([NH:26][C:27]([NH:29][CH2:30][CH2:31][N:32]([CH3:34])[CH3:33])=[O:28])=[CH:22][C:21]=1[OH:35])(=[O:18])=[O:19])[CH:9]([O:10][CH2:11][CH3:12])[O:13][CH2:14][CH3:15])([CH3:3])([CH3:2])[CH3:4]. The catalyst class is: 29. (3) Reactant: CO[C:3]([C:5]1[C:6]([CH3:15])=[C:7]2[N:12]([CH:13]=1)[N:11]=[CH:10][NH:9][C:8]2=[O:14])=O.C[CH2:17][O:18][C:19]([CH3:21])=[O:20].CO.C1COCC1.CC(O)=O. Product: [CH3:17][O:18][C:19](=[O:20])[CH2:21][CH2:3][C:5]1[C:6]([CH3:15])=[C:7]2[N:12]([CH:13]=1)[N:11]=[CH:10][N:9]=[C:8]2[OH:14]. The catalyst class is: 45. (4) The catalyst class is: 1. Reactant: [OH:1][C:2]1[CH:3]=[C:4]([S:8][C:9]([CH3:15])([CH3:14])[C:10]([O:12][CH3:13])=[O:11])[CH:5]=[CH:6][CH:7]=1.[CH:16]1[C:28]2[N:27]([CH2:29][CH2:30]O)[C:26]3[C:21](=[CH:22][CH:23]=[CH:24][CH:25]=3)[C:20]=2[CH:19]=[CH:18][CH:17]=1.CC(OC(/N=N/C(OC(C)C)=O)=O)C.C1(P(C2C=CC=CC=2)C2C=CC=CC=2)C=CC=CC=1. Product: [CH:25]1[C:26]2[N:27]([CH2:29][CH2:30][O:1][C:2]3[CH:3]=[C:4]([S:8][C:9]([CH3:15])([CH3:14])[C:10]([O:12][CH3:13])=[O:11])[CH:5]=[CH:6][CH:7]=3)[C:28]3[C:20](=[CH:19][CH:18]=[CH:17][CH:16]=3)[C:21]=2[CH:22]=[CH:23][CH:24]=1.